Dataset: Full USPTO retrosynthesis dataset with 1.9M reactions from patents (1976-2016). Task: Predict the reactants needed to synthesize the given product. (1) Given the product [F:20][C:2]([F:1])([C:7]1[CH:11]=[C:10]([NH:12][C:27](=[O:28])[O:29][C:30]2[CH:35]=[CH:34][CH:33]=[CH:32][CH:31]=2)[N:9]([C:13]2[CH:18]=[CH:17][C:16]([CH3:19])=[CH:15][CH:14]=2)[N:8]=1)[C:3]([F:6])([F:5])[F:4], predict the reactants needed to synthesize it. The reactants are: [F:1][C:2]([F:20])([C:7]1[CH:11]=[C:10]([NH2:12])[N:9]([C:13]2[CH:18]=[CH:17][C:16]([CH3:19])=[CH:15][CH:14]=2)[N:8]=1)[C:3]([F:6])([F:5])[F:4].C(=O)(O)[O-].[Na+].Cl[C:27]([O:29][C:30]1[CH:35]=[CH:34][CH:33]=[CH:32][CH:31]=1)=[O:28].CCCCCC. (2) The reactants are: [CH3:1][N:2]1[CH:6]=[CH:5][N:4]=[C:3]1[SH:7].[H-].[Na+].Cl[C:11]1[C:12]([C:17]#[N:18])=[N:13][CH:14]=[CH:15][N:16]=1. Given the product [CH3:1][N:2]1[CH:6]=[CH:5][N:4]=[C:3]1[S:7][C:11]1[C:12]([C:17]#[N:18])=[N:13][CH:14]=[CH:15][N:16]=1, predict the reactants needed to synthesize it.